This data is from Catalyst prediction with 721,799 reactions and 888 catalyst types from USPTO. The task is: Predict which catalyst facilitates the given reaction. (1) Reactant: Cl[C:2]1[CH:3]=[CH:4][C:5]2[N:6]([C:8]([C:11]3[O:19][C:18]4[CH:17]=[CH:16][N:15]=[CH:14][C:13]=4[CH:12]=3)=[CH:9][N:10]=2)[N:7]=1.[CH3:20][NH:21][CH2:22][CH:23]([C:25]1[CH:30]=[CH:29][CH:28]=[CH:27][CH:26]=1)[OH:24].C(N(CC)C(C)C)(C)C. Product: [O:19]1[C:18]2[CH:17]=[CH:16][N:15]=[CH:14][C:13]=2[CH:12]=[C:11]1[C:8]1[N:6]2[N:7]=[C:2]([N:21]([CH3:20])[CH2:22][CH:23]([C:25]3[CH:30]=[CH:29][CH:28]=[CH:27][CH:26]=3)[OH:24])[CH:3]=[CH:4][C:5]2=[N:10][CH:9]=1. The catalyst class is: 51. (2) Product: [NH:34]1[C:29]2([CH2:28][CH2:27][N:26]([C:24]([C:23]3[CH:22]=[CH:21][C:20]([C:17]4[CH:18]=[CH:19][C:14]5[N:15]([C:11]([C:7]6[CH:8]=[C:9]7[C:4](=[CH:5][CH:6]=6)[NH:3][C:2](=[O:1])[CH2:10]7)=[CH:12][N:13]=5)[N:16]=4)=[CH:45][CH:44]=3)=[O:25])[CH2:43][CH2:42]2)[CH2:30][CH2:31][CH2:32][CH2:33]1. Reactant: [O:1]=[C:2]1[CH2:10][C:9]2[C:4](=[CH:5][CH:6]=[C:7]([C:11]3[N:15]4[N:16]=[C:17]([C:20]5[CH:45]=[CH:44][C:23]([C:24]([N:26]6[CH2:43][CH2:42][C:29]7([N:34](C(OC(C)(C)C)=O)[CH2:33][CH2:32][CH2:31][CH2:30]7)[CH2:28][CH2:27]6)=[O:25])=[CH:22][CH:21]=5)[CH:18]=[CH:19][C:14]4=[N:13][CH:12]=3)[CH:8]=2)[NH:3]1.FC(F)(F)C(O)=O.C([O-])(O)=O.[Na+]. The catalyst class is: 34. (3) The catalyst class is: 97. Reactant: [C:1]([O:5][C:6]([NH:8][C@@H:9]([CH2:17][CH2:18][CH:19]([CH2:25][CH2:26][CH2:27][F:28])[C:20]([O:22]CC)=[O:21])[C:10]([O:12][C:13]([CH3:16])([CH3:15])[CH3:14])=[O:11])=[O:7])([CH3:4])([CH3:3])[CH3:2].[OH-].[Li+].Cl. Product: [C:1]([O:5][C:6]([NH:8][C@@H:9]([CH2:17][CH2:18][CH:19]([CH2:25][CH2:26][CH2:27][F:28])[C:20]([OH:22])=[O:21])[C:10]([O:12][C:13]([CH3:14])([CH3:15])[CH3:16])=[O:11])=[O:7])([CH3:4])([CH3:2])[CH3:3]. (4) Reactant: CCOC(/N=N/C(OCC)=O)=O.[OH:13][C:14]1[CH:21]=[CH:20][C:17]([CH:18]=[O:19])=[CH:16][CH:15]=1.[CH:22]1(O)[CH2:27][CH2:26][CH2:25][CH2:24][CH2:23]1.C1(P(C2C=CC=CC=2)C2C=CC=CC=2)C=CC=CC=1. Product: [CH:22]1([O:13][C:14]2[CH:21]=[CH:20][C:17]([CH:18]=[O:19])=[CH:16][CH:15]=2)[CH2:27][CH2:26][CH2:25][CH2:24][CH2:23]1. The catalyst class is: 7. (5) Reactant: CN(C(ON1N=NC2C=CC=NC1=2)=[N+](C)C)C.F[P-](F)(F)(F)(F)F.[NH2:25][C:26]1[C:27]([C:36]([OH:38])=O)=[CH:28][C:29]2[C:34]([CH:35]=1)=[CH:33][CH:32]=[CH:31][CH:30]=2.[C:39]1([CH2:45][O:46][C@@H:47]([CH3:54])[C@@H:48]([C:50]([O:52][CH3:53])=[O:51])[NH2:49])[CH:44]=[CH:43][CH:42]=[CH:41][CH:40]=1.C(N(C(C)C)CC)(C)C. Product: [NH2:25][C:26]1[C:27]([C:36]([NH:49][C@H:48]([C:50]([O:52][CH3:53])=[O:51])[C@@H:47]([CH3:54])[O:46][CH2:45][C:39]2[CH:40]=[CH:41][CH:42]=[CH:43][CH:44]=2)=[O:38])=[CH:28][C:29]2[C:34]([CH:35]=1)=[CH:33][CH:32]=[CH:31][CH:30]=2. The catalyst class is: 39. (6) Reactant: [Br:1][C:2]1[CH:3]=[C:4]([CH3:11])[C:5]2[N:9]=[CH:8][NH:7][C:6]=2[CH:10]=1.[O:12]1[CH:17]=[CH:16][CH2:15][CH2:14][CH2:13]1.CS(O)(=O)=O. Product: [Br:1][C:2]1[CH:3]=[C:4]([CH3:11])[C:5]2[N:9]=[CH:8][N:7]([CH:13]3[CH2:14][CH2:15][CH2:16][CH2:17][O:12]3)[C:6]=2[CH:10]=1. The catalyst class is: 54. (7) Reactant: [NH2:1][CH:2]([C:4]1[N:5]=[C:6]2[S:14][CH:13]=[C:12]([CH3:15])[N:7]2[C:8](=[O:11])[C:9]=1[Br:10])[CH3:3].[C:16]([OH:26])(=[O:25])[C@H:17]([C:19]1[CH:24]=[CH:23][CH:22]=[CH:21][CH:20]=1)[OH:18]. Product: [OH:18][C@@H:17]([C:19]1[CH:24]=[CH:23][CH:22]=[CH:21][CH:20]=1)[C:16]([O-:26])=[O:25].[Br:10][C:9]1[C:8](=[O:11])[N:7]2[C:12]([CH3:15])=[CH:13][S:14][C:6]2=[N:5][C:4]=1[C@@H:2]([NH3+:1])[CH3:3]. The catalyst class is: 32. (8) Reactant: [Br:1][C:2]1[C:10]2[C:9](Cl)=[N:8][CH:7]=[N:6][C:5]=2[S:4][CH:3]=1.[CH:12]12[NH:19][CH:16]([CH2:17][CH2:18]1)[CH2:15][CH:14]([CH2:20][OH:21])[CH2:13]2.C(=O)([O-])[O-].[K+].[K+].CO. Product: [Br:1][C:2]1[C:10]2[C:9]([N:19]3[CH:12]4[CH2:18][CH2:17][CH:16]3[CH2:15][CH:14]([CH2:20][OH:21])[CH2:13]4)=[N:8][CH:7]=[N:6][C:5]=2[S:4][CH:3]=1. The catalyst class is: 245. (9) Reactant: C[Si](Cl)(C)C.[I-].[Na+].[CH2:8]([N:15]1[CH2:20][CH2:19][CH:18]([N:21]2[C:29]3[C:24](=[CH:25][CH:26]=[CH:27][CH:28]=3)[C:23]([CH:30](O)[C:31]([NH2:33])=[O:32])=[CH:22]2)[CH2:17][CH2:16]1)[C:9]1[CH:14]=[CH:13][CH:12]=[CH:11][CH:10]=1. Product: [CH2:8]([N:15]1[CH2:20][CH2:19][CH:18]([N:21]2[C:29]3[C:24](=[CH:25][CH:26]=[CH:27][CH:28]=3)[C:23]([CH2:30][C:31]([NH2:33])=[O:32])=[CH:22]2)[CH2:17][CH2:16]1)[C:9]1[CH:10]=[CH:11][CH:12]=[CH:13][CH:14]=1. The catalyst class is: 10. (10) Reactant: [Cl:1][C:2]1[C:10]([N+:11]([O-:13])=[O:12])=[CH:9][CH:8]=[CH:7][C:3]=1[C:4]([OH:6])=[O:5].[C:14](Cl)(=O)C(Cl)=O.CO. Product: [Cl:1][C:2]1[C:10]([N+:11]([O-:13])=[O:12])=[CH:9][CH:8]=[CH:7][C:3]=1[C:4]([O:6][CH3:14])=[O:5]. The catalyst class is: 7.